From a dataset of Reaction yield outcomes from USPTO patents with 853,638 reactions. Predict the reaction yield, written as a fraction of the theoretical maximum amount of product (1.0 means a 100% yield; for example, 0.34 means a 34% yield). The reactants are [C:1]([C:3]1[CH:4]=[C:5]([NH:9][C:10]2[C:19]3[C:14](=[CH:15][CH:16]=[C:17]([N+:20]([O-])=O)[CH:18]=3)[N:13]=[CH:12][N:11]=2)[CH:6]=[CH:7][CH:8]=1)#[CH:2].O.O.Cl[Sn]Cl.C([O-])(O)=O.[Na+]. The catalyst is C(OCC)(=O)C. The product is [C:1]([C:3]1[CH:4]=[C:5]([NH:9][C:10]2[C:19]3[C:14](=[CH:15][CH:16]=[C:17]([NH2:20])[CH:18]=3)[N:13]=[CH:12][N:11]=2)[CH:6]=[CH:7][CH:8]=1)#[CH:2]. The yield is 0.890.